Dataset: NCI-60 drug combinations with 297,098 pairs across 59 cell lines. Task: Regression. Given two drug SMILES strings and cell line genomic features, predict the synergy score measuring deviation from expected non-interaction effect. (1) Drug 1: CC(C)(C#N)C1=CC(=CC(=C1)CN2C=NC=N2)C(C)(C)C#N. Drug 2: C1=NC2=C(N1)C(=S)N=CN2. Cell line: COLO 205. Synergy scores: CSS=33.5, Synergy_ZIP=-10.8, Synergy_Bliss=-4.66, Synergy_Loewe=1.31, Synergy_HSA=-1.48. (2) Drug 1: C1=CC=C(C(=C1)C(C2=CC=C(C=C2)Cl)C(Cl)Cl)Cl. Drug 2: CC12CCC3C(C1CCC2O)C(CC4=C3C=CC(=C4)O)CCCCCCCCCS(=O)CCCC(C(F)(F)F)(F)F. Cell line: NCI/ADR-RES. Synergy scores: CSS=-1.55, Synergy_ZIP=-1.43, Synergy_Bliss=-7.36, Synergy_Loewe=-7.34, Synergy_HSA=-8.63.